This data is from NCI-60 drug combinations with 297,098 pairs across 59 cell lines. The task is: Regression. Given two drug SMILES strings and cell line genomic features, predict the synergy score measuring deviation from expected non-interaction effect. (1) Drug 1: CC1=C(C=C(C=C1)NC2=NC=CC(=N2)N(C)C3=CC4=NN(C(=C4C=C3)C)C)S(=O)(=O)N.Cl. Drug 2: C1C(C(OC1N2C=NC3=C(N=C(N=C32)Cl)N)CO)O. Cell line: NCI-H226. Synergy scores: CSS=8.15, Synergy_ZIP=-2.15, Synergy_Bliss=1.61, Synergy_Loewe=1.01, Synergy_HSA=0.928. (2) Cell line: OVCAR-8. Synergy scores: CSS=35.3, Synergy_ZIP=-5.26, Synergy_Bliss=-5.89, Synergy_Loewe=-4.48, Synergy_HSA=-1.57. Drug 2: CC1C(C(CC(O1)OC2CC(CC3=C2C(=C4C(=C3O)C(=O)C5=C(C4=O)C(=CC=C5)OC)O)(C(=O)CO)O)N)O.Cl. Drug 1: C1CN(CCN1C(=O)CCBr)C(=O)CCBr. (3) Drug 1: CC12CCC3C(C1CCC2=O)CC(=C)C4=CC(=O)C=CC34C. Drug 2: CN(C(=O)NC(C=O)C(C(C(CO)O)O)O)N=O. Cell line: HT29. Synergy scores: CSS=15.6, Synergy_ZIP=-0.574, Synergy_Bliss=-3.24, Synergy_Loewe=-24.9, Synergy_HSA=-1.34. (4) Drug 1: CC1=C(C(CCC1)(C)C)C=CC(=CC=CC(=CC(=O)O)C)C. Drug 2: CC1=C(C(=O)C2=C(C1=O)N3CC4C(C3(C2COC(=O)N)OC)N4)N. Cell line: EKVX. Synergy scores: CSS=7.63, Synergy_ZIP=-4.57, Synergy_Bliss=-1.31, Synergy_Loewe=-4.19, Synergy_HSA=0.109. (5) Drug 1: CC1=C(C(=CC=C1)Cl)NC(=O)C2=CN=C(S2)NC3=CC(=NC(=N3)C)N4CCN(CC4)CCO. Drug 2: C1CCC(C(C1)N)N.C(=O)(C(=O)[O-])[O-].[Pt+4]. Cell line: UO-31. Synergy scores: CSS=17.5, Synergy_ZIP=-6.21, Synergy_Bliss=-0.784, Synergy_Loewe=0.415, Synergy_HSA=0.760. (6) Drug 1: CC12CCC(CC1=CCC3C2CCC4(C3CC=C4C5=CN=CC=C5)C)O. Drug 2: C1=C(C(=O)NC(=O)N1)N(CCCl)CCCl. Cell line: OVCAR-5. Synergy scores: CSS=13.8, Synergy_ZIP=-4.32, Synergy_Bliss=1.45, Synergy_Loewe=-1.89, Synergy_HSA=1.89.